Dataset: Reaction yield outcomes from USPTO patents with 853,638 reactions. Task: Predict the reaction yield, written as a fraction of the theoretical maximum amount of product (1.0 means a 100% yield; for example, 0.34 means a 34% yield). (1) The reactants are [OH:1][C:2]([CH3:35])([CH3:34])[CH2:3][C@@:4]1([C:28]2[CH:33]=[CH:32][CH:31]=[CH:30][CH:29]=2)[O:9][C:8](=[O:10])[N:7]([C@H:11]([C:13]2[CH:18]=[CH:17][C:16](B3OC(C)(C)C(C)(C)O3)=[CH:15][CH:14]=2)[CH3:12])[CH2:6][CH2:5]1.Cl[C:37]1[N:42]=[CH:41][C:40]([C:43]2([C:46]([NH2:48])=[O:47])[CH2:45][CH2:44]2)=[CH:39][CH:38]=1. No catalyst specified. The product is [OH:1][C:2]([CH3:35])([CH3:34])[CH2:3][C@@:4]1([C:28]2[CH:33]=[CH:32][CH:31]=[CH:30][CH:29]=2)[O:9][C:8](=[O:10])[N:7]([C@H:11]([C:13]2[CH:18]=[CH:17][C:16]([C:37]3[N:42]=[CH:41][C:40]([C:43]4([C:46]([NH2:48])=[O:47])[CH2:45][CH2:44]4)=[CH:39][CH:38]=3)=[CH:15][CH:14]=2)[CH3:12])[CH2:6][CH2:5]1. The yield is 0.470. (2) The reactants are [Cl:1][C:2]1[C:3]([O:12][C:13]2[CH:18]=[C:17]([OH:19])[CH:16]=[CH:15][C:14]=2[CH2:20][CH2:21][C:22]([O:24][CH2:25][CH3:26])=[O:23])=[N:4][CH:5]=[C:6]([C:8]([F:11])([F:10])[F:9])[CH:7]=1.C(=O)([O-])[O-].[K+].[K+].Cl[CH2:34][C:35]([N:37]([CH2:40][CH3:41])[CH2:38][CH3:39])=[O:36].Cl. The catalyst is CN(C)C=O. The product is [Cl:1][C:2]1[C:3]([O:12][C:13]2[CH:18]=[C:17]([O:19][CH2:34][C:35]([N:37]([CH2:40][CH3:41])[CH2:38][CH3:39])=[O:36])[CH:16]=[CH:15][C:14]=2[CH2:20][CH2:21][C:22]([O:24][CH2:25][CH3:26])=[O:23])=[N:4][CH:5]=[C:6]([C:8]([F:9])([F:11])[F:10])[CH:7]=1. The yield is 1.00. (3) The reactants are [CH3:1][C:2]1[CH:11]=[CH:10][C:9]2[C:4](=[CH:5][CH:6]=[CH:7][C:8]=2[CH:12]2[CH2:17][CH2:16][N:15]([CH2:18][CH2:19][C:20]3[C:29]4[O:28][CH2:27][C:26]5=[C:30]([C:33](=[O:35])[CH3:34])[N:31]=[CH:32][N:25]5[C:24]=4[CH:23]=[CH:22][CH:21]=3)[CH2:14][CH2:13]2)[N:3]=1. The catalyst is CN(C)C(=O)C. The product is [CH3:16][N:15]([CH3:18])/[C:14](/[CH3:13])=[CH:34]\[C:33]([C:30]1[N:31]=[CH:32][N:25]2[C:24]3[CH:23]=[CH:22][CH:21]=[C:20]([CH2:19][CH2:18][N:15]4[CH2:14][CH2:13][CH:12]([C:8]5[CH:7]=[CH:6][CH:5]=[C:4]6[C:9]=5[CH:10]=[CH:11][C:2]([CH3:1])=[N:3]6)[CH2:17][CH2:16]4)[C:29]=3[O:28][CH2:27][C:26]=12)=[O:35]. The yield is 0.630. (4) The reactants are [Cl:1][C:2]1[N:3]=[C:4](Cl)[C:5]2[CH2:10][CH2:9][CH:8]([C:11]3[CH:16]=[CH:15][C:14]([Cl:17])=[CH:13][CH:12]=3)[C:6]=2[N:7]=1.C[CH2:20][N:21](C(C)C)C(C)C. The catalyst is CO. The product is [Cl:1][C:2]1[N:3]=[C:4]([NH:21][CH3:20])[C:5]2[CH2:10][CH2:9][CH:8]([C:11]3[CH:16]=[CH:15][C:14]([Cl:17])=[CH:13][CH:12]=3)[C:6]=2[N:7]=1. The yield is 0.343. (5) The reactants are [O:1]1[CH:5]=[CH:4][CH:3]=[C:2]1[CH2:6][CH2:7][C:8]1[CH:13]=[CH:12][C:11]([CH2:14][OH:15])=[CH:10][CH:9]=1. The catalyst is [O-2].[O-2].[Mn+4].C(OCC)(=O)C. The product is [O:1]1[CH:5]=[CH:4][CH:3]=[C:2]1[CH2:6][CH2:7][C:8]1[CH:9]=[CH:10][C:11]([CH:14]=[O:15])=[CH:12][CH:13]=1. The yield is 0.835.